Dataset: Reaction yield outcomes from USPTO patents with 853,638 reactions. Task: Predict the reaction yield, written as a fraction of the theoretical maximum amount of product (1.0 means a 100% yield; for example, 0.34 means a 34% yield). (1) The reactants are [CH2:1]([O:3][CH:4]([O:15][CH2:16][CH3:17])[C:5]1[C:6]2[N:7]([CH:11]=[C:12]([CH3:14])[N:13]=2)[CH:8]=[CH:9][CH:10]=1)[CH3:2].[CH2:18]([CH:20]([C:23]1[C:24]2[N:25]([C:30](I)=[C:31]([CH3:33])[N:32]=2)[N:26]=[C:27]([CH3:29])[CH:28]=1)[CH2:21][CH3:22])[CH3:19]. No catalyst specified. The product is [CH2:1]([O:3][CH:4]([O:15][CH2:16][CH3:17])[C:5]1[C:6]2[N:7]([C:11]([C:30]3[N:25]4[N:26]=[C:27]([CH3:29])[CH:28]=[C:23]([CH:20]([CH2:18][CH3:19])[CH2:21][CH3:22])[C:24]4=[N:32][C:31]=3[CH3:33])=[C:12]([CH3:14])[N:13]=2)[CH:8]=[CH:9][CH:10]=1)[CH3:2]. The yield is 0.720. (2) The reactants are C([O:5][C:6](=[O:46])[CH2:7][NH:8][CH2:9][CH2:10][C:11]1[N:12]=[C:13]([C:39]2[CH:44]=[CH:43][C:42]([CH3:45])=[CH:41][CH:40]=2)[N:14]([CH:16]([C:20]2[N:29]([CH2:30][C:31]3[CH:36]=[CH:35][CH:34]=[CH:33][CH:32]=3)[C:28](=[O:37])[C:27]3[C:22](=[CH:23][C:24]([Cl:38])=[CH:25][CH:26]=3)[N:21]=2)[CH:17]([CH3:19])[CH3:18])[CH:15]=1)(C)(C)C.FC(F)(F)C(O)=O. The catalyst is C(Cl)Cl. The product is [CH2:30]([N:29]1[C:28](=[O:37])[C:27]2[C:22](=[CH:23][C:24]([Cl:38])=[CH:25][CH:26]=2)[N:21]=[C:20]1[CH:16]([N:14]1[CH:15]=[C:11]([CH2:10][CH2:9][NH:8][CH2:7][C:6]([OH:46])=[O:5])[N:12]=[C:13]1[C:39]1[CH:40]=[CH:41][C:42]([CH3:45])=[CH:43][CH:44]=1)[CH:17]([CH3:19])[CH3:18])[C:31]1[CH:32]=[CH:33][CH:34]=[CH:35][CH:36]=1. The yield is 0.530.